Dataset: Full USPTO retrosynthesis dataset with 1.9M reactions from patents (1976-2016). Task: Predict the reactants needed to synthesize the given product. Given the product [NH2:34][C@H:9]([CH2:8][C:5]1[CH:4]=[CH:3][C:2]([Cl:1])=[CH:7][CH:6]=1)[C:10]([N:12]1[CH2:17][CH2:16][N:15]([C:18]2[C:23]([C:24]3[CH:29]=[CH:28][CH:27]=[C:26]([F:30])[CH:25]=3)=[CH:22][N:21]=[C:20]3[NH:31][CH:32]=[CH:33][C:19]=23)[CH2:14][CH2:13]1)=[O:11], predict the reactants needed to synthesize it. The reactants are: [Cl:1][C:2]1[CH:7]=[CH:6][C:5]([CH2:8][C@@H:9]([NH:34]C(=O)OC(C)(C)C)[C:10]([N:12]2[CH2:17][CH2:16][N:15]([C:18]3[C:23]([C:24]4[CH:29]=[CH:28][CH:27]=[C:26]([F:30])[CH:25]=4)=[CH:22][N:21]=[C:20]4[NH:31][CH:32]=[CH:33][C:19]=34)[CH2:14][CH2:13]2)=[O:11])=[CH:4][CH:3]=1.C(O)(C(F)(F)F)=O.C1(N)C(F)=C(F)C(F)=C(N)C=1F.Cl.Cl.